From a dataset of Forward reaction prediction with 1.9M reactions from USPTO patents (1976-2016). Predict the product of the given reaction. (1) Given the reactants [Cl:1][C:2]1[CH:3]=[C:4]([C:9]2([C:28]([F:31])([F:30])[F:29])[O:13][N:12]=[C:11]([C:14]3[CH:26]=[CH:25][C:17]([C:18]([NH:20][C:21](=[O:24])[O:22][CH3:23])=[O:19])=[C:16]([CH3:27])[CH:15]=3)[CH2:10]2)[CH:5]=[C:6]([Cl:8])[CH:7]=1.[I:32]N1C(=O)CCC1=O.S([O-])([O-])(=O)=S.[Na+].[Na+], predict the reaction product. The product is: [Cl:1][C:2]1[CH:3]=[C:4]([C:9]2([C:28]([F:29])([F:31])[F:30])[O:13][N:12]=[C:11]([C:14]3[CH:26]=[C:25]([I:32])[C:17]([C:18]([NH:20][C:21](=[O:24])[O:22][CH3:23])=[O:19])=[C:16]([CH3:27])[CH:15]=3)[CH2:10]2)[CH:5]=[C:6]([Cl:8])[CH:7]=1. (2) Given the reactants [C:9](O[C:9]([O:11][C:12]([CH3:15])([CH3:14])[CH3:13])=[O:10])([O:11][C:12]([CH3:15])([CH3:14])[CH3:13])=[O:10].[OH:16][CH:17]1[CH2:21][CH2:20][NH:19][CH2:18]1, predict the reaction product. The product is: [C:12]([O:11][C:9]([N:19]1[CH2:20][CH2:21][CH:17]([OH:16])[CH2:18]1)=[O:10])([CH3:13])([CH3:14])[CH3:15]. (3) Given the reactants Br[C:2]1[CH:3]=[N:4][CH:5]=[C:6]([Br:9])[C:7]=1[Cl:8].[CH:10]1(B(O)O)[CH2:12][CH2:11]1.C(=O)([O-])[O-].[Cs+].[Cs+].O1CCOCC1, predict the reaction product. The product is: [Br:9][C:6]1[CH:5]=[N:4][CH:3]=[C:2]([CH:10]2[CH2:12][CH2:11]2)[C:7]=1[Cl:8].